This data is from Reaction yield outcomes from USPTO patents with 853,638 reactions. The task is: Predict the reaction yield, written as a fraction of the theoretical maximum amount of product (1.0 means a 100% yield; for example, 0.34 means a 34% yield). (1) The reactants are Br[C:2]1[CH:3]=[C:4]([NH:10][C:11]2[CH:16]=[CH:15][C:14]([CH:17]3[CH2:20][N:19]([CH2:21][CH3:22])[CH2:18]3)=[CH:13][N:12]=2)[C:5](=[O:9])[N:6]([CH3:8])[CH:7]=1.[C:23]([O:26][CH2:27][C:28]1[C:33](B2OC(C)(C)C(C)(C)O2)=[CH:32][C:31]([F:43])=[CH:30][C:29]=1[N:44]1[CH2:55][CH2:54][C:53]2[C:52]3[CH2:51][C:50]([CH3:57])([CH3:56])[CH2:49][C:48]=3[S:47][C:46]=2[C:45]1=[O:58])(=[O:25])[CH3:24]. No catalyst specified. The product is [C:23]([O:26][CH2:27][C:28]1[C:33]([C:2]2[CH:3]=[C:4]([NH:10][C:11]3[CH:16]=[CH:15][C:14]([CH:17]4[CH2:20][N:19]([CH2:21][CH3:22])[CH2:18]4)=[CH:13][N:12]=3)[C:5](=[O:9])[N:6]([CH3:8])[CH:7]=2)=[CH:32][C:31]([F:43])=[CH:30][C:29]=1[N:44]1[CH2:55][CH2:54][C:53]2[C:52]3[CH2:51][C:50]([CH3:57])([CH3:56])[CH2:49][C:48]=3[S:47][C:46]=2[C:45]1=[O:58])(=[O:25])[CH3:24]. The yield is 0.370. (2) The reactants are [CH2:1]([O:8][C:9]([NH:11][C@H:12]1[C:21]2[C:16](=[CH:17][CH:18]=[C:19]([C:23]([O:25][CH3:26])=[O:24])[C:20]=2[F:22])[NH:15][C@@H:14]([CH:27]2[CH2:29][CH2:28]2)[C@@H:13]1[CH3:30])=[O:10])[C:2]1[CH:7]=[CH:6][CH:5]=[CH:4][CH:3]=1.[CH2:31]([O:38]C(N[C@H]1C2C(=CC(F)=C(C(OC)=O)C=2)N[C@@H](C2CC2)[C@@H]1C)=O)[C:32]1C=CC=CC=1.C(Cl)(=O)C. The catalyst is ClCCl.Cl. The product is [C:31]([N:15]1[C:16]2[C:17](=[CH:18][C:19]([C:23]([O:25][CH3:26])=[O:24])=[C:20]([F:22])[CH:21]=2)[C@H:12]([NH:11][C:9]([O:8][CH2:1][C:2]2[CH:7]=[CH:6][CH:5]=[CH:4][CH:3]=2)=[O:10])[C@@H:13]([CH3:30])[C@@H:14]1[CH:27]1[CH2:28][CH2:29]1)(=[O:38])[CH3:32]. The yield is 0.260. (3) The reactants are [CH3:1][N:2]1[CH2:7][CH2:6][N:5]([C:8]2[N:13]3[C:14]([CH2:30][OH:31])=[C:15]([CH2:17][N:18]([CH3:29])[C@@H:19]4[C:28]5[N:27]=[CH:26][CH:25]=[CH:24][C:23]=5[CH2:22][CH2:21][CH2:20]4)[N:16]=[C:12]3[CH:11]=[CH:10][CH:9]=2)[CH2:4][CH2:3]1.[H-].[Na+].CI.[C:36](=O)([O-])[O-].[Na+].[Na+]. The catalyst is O1CCCC1. The product is [CH3:29][N:18]([CH2:17][C:15]1[N:16]=[C:12]2[CH:11]=[CH:10][CH:9]=[C:8]([N:5]3[CH2:6][CH2:7][N:2]([CH3:1])[CH2:3][CH2:4]3)[N:13]2[C:14]=1[CH2:30][O:31][CH3:36])[C@@H:19]1[C:28]2[N:27]=[CH:26][CH:25]=[CH:24][C:23]=2[CH2:22][CH2:21][CH2:20]1. The yield is 0.130.